Dataset: Forward reaction prediction with 1.9M reactions from USPTO patents (1976-2016). Task: Predict the product of the given reaction. (1) Given the reactants [O:1]1[CH2:6][CH2:5][CH:4]([C:7]([OH:9])=O)[CH2:3][CH2:2]1.[C:10]([O:14][C:15](=[O:25])[NH:16][C@@H:17]([NH2:24])[C:18]1[CH:23]=[CH:22][CH:21]=[CH:20][CH:19]=1)([CH3:13])([CH3:12])[CH3:11], predict the reaction product. The product is: [C:10]([O:14][C:15](=[O:25])[NH:16][C@H:17]([C:18]1[CH:19]=[CH:20][CH:21]=[CH:22][CH:23]=1)[NH:24][C:7]([CH:4]1[CH2:3][CH2:2][O:1][CH2:6][CH2:5]1)=[O:9])([CH3:13])([CH3:11])[CH3:12]. (2) The product is: [F:1][C:2]1[C:7]([CH:8]([CH3:9])[CH3:10])=[CH:6][C:5]([C:11]2[CH:16]=[CH:15][C:14]([C:17]([F:19])([F:20])[F:18])=[CH:13][C:12]=2[CH:21]([NH:38][CH2:37][C:36]2[CH:39]=[CH:40][C:33]([O:32][CH3:31])=[CH:34][CH:35]=2)[C:29]#[N:30])=[C:4]([O:23][CH3:24])[CH:3]=1. Given the reactants [F:1][C:2]1[C:7]([CH:8]([CH3:10])[CH3:9])=[CH:6][C:5]([C:11]2[C:12]([CH:21]=O)=[CH:13][C:14]([C:17]([F:20])([F:19])[F:18])=[CH:15][CH:16]=2)=[C:4]([O:23][CH3:24])[CH:3]=1.[Si]([C:29]#[N:30])(C)(C)C.[CH3:31][O:32][C:33]1[CH:40]=[CH:39][C:36]([CH2:37][NH2:38])=[CH:35][CH:34]=1, predict the reaction product.